This data is from Peptide-MHC class II binding affinity with 134,281 pairs from IEDB. The task is: Regression. Given a peptide amino acid sequence and an MHC pseudo amino acid sequence, predict their binding affinity value. This is MHC class II binding data. (1) The peptide sequence is VRVWDVKDPSKLNNQ. The MHC is DRB1_0101 with pseudo-sequence DRB1_0101. The binding affinity (normalized) is 0.336. (2) The peptide sequence is EKKYFAATLFEPLAA. The MHC is HLA-DPA10201-DPB10101 with pseudo-sequence HLA-DPA10201-DPB10101. The binding affinity (normalized) is 1.00. (3) The MHC is DRB1_0405 with pseudo-sequence DRB1_0405. The peptide sequence is PCVFIKRVSNVIIHG. The binding affinity (normalized) is 0.562. (4) The peptide sequence is EALGWQILSDRVLQA. The MHC is H-2-IAd with pseudo-sequence H-2-IAd. The binding affinity (normalized) is 0.211. (5) The peptide sequence is GGWWLTFGQILGLAQ. The MHC is HLA-DPA10301-DPB10402 with pseudo-sequence HLA-DPA10301-DPB10402. The binding affinity (normalized) is 0.439. (6) The peptide sequence is AVWGKNSCAKNYNCK. The MHC is HLA-DPA10201-DPB11401 with pseudo-sequence HLA-DPA10201-DPB11401. The binding affinity (normalized) is 0. (7) The peptide sequence is VVVHITDDNEEPIAA. The MHC is HLA-DQA10104-DQB10503 with pseudo-sequence HLA-DQA10104-DQB10503. The binding affinity (normalized) is 0.161.